From a dataset of Catalyst prediction with 721,799 reactions and 888 catalyst types from USPTO. Predict which catalyst facilitates the given reaction. (1) Reactant: [CH:1]([C@@H:14]1[CH2:20][C@H:19]2[C@H:17]([O:18]2)[CH2:16][O:15]1)([C:8]1[CH:13]=[CH:12][CH:11]=[CH:10][CH:9]=1)[C:2]1[CH:7]=[CH:6][CH:5]=[CH:4][CH:3]=1.[CH3:21][O:22][C:23]1[CH:30]=[CH:29][C:26]([CH2:27][NH2:28])=[CH:25][CH:24]=1. Product: [CH:1]([C@H:14]1[O:15][CH2:16][C@H:17]([OH:18])[C@H:19]([NH:28][CH2:27][C:26]2[CH:29]=[CH:30][C:23]([O:22][CH3:21])=[CH:24][CH:25]=2)[CH2:20]1)([C:8]1[CH:13]=[CH:12][CH:11]=[CH:10][CH:9]=1)[C:2]1[CH:3]=[CH:4][CH:5]=[CH:6][CH:7]=1. The catalyst class is: 5. (2) Reactant: [OH:1][C:2]1([CH:8]([C:23]2[CH:28]=[CH:27][C:26]([OH:29])=[CH:25][CH:24]=2)[CH2:9][N:10]2[CH2:15][CH2:14][N:13]([C:16]([O:18][C:19]([CH3:22])([CH3:21])[CH3:20])=[O:17])[CH2:12][CH2:11]2)[CH2:7][CH2:6][CH2:5][CH2:4][CH2:3]1.[C:30]1(B(O)O)[C:39]2[C:34](=[CH:35][CH:36]=[CH:37][CH:38]=2)[CH:33]=[CH:32][CH:31]=1.C(N(CC)CC)C. Product: [OH:1][C:2]1([CH:8]([C:23]2[CH:24]=[CH:25][C:26]([O:29][C:38]3[C:39]4[C:34](=[CH:33][CH:32]=[CH:31][CH:30]=4)[CH:35]=[CH:36][CH:37]=3)=[CH:27][CH:28]=2)[CH2:9][N:10]2[CH2:11][CH2:12][N:13]([C:16]([O:18][C:19]([CH3:20])([CH3:21])[CH3:22])=[O:17])[CH2:14][CH2:15]2)[CH2:7][CH2:6][CH2:5][CH2:4][CH2:3]1. The catalyst class is: 221.